This data is from Reaction yield outcomes from USPTO patents with 853,638 reactions. The task is: Predict the reaction yield, written as a fraction of the theoretical maximum amount of product (1.0 means a 100% yield; for example, 0.34 means a 34% yield). (1) The reactants are [CH3:1][O:2][C:3]1[CH:4]=[C:5]2[C:10](=[CH:11][C:12]=1[O:13][CH3:14])[N:9]=[CH:8][N:7]=[C:6]2[O:15][C:16]1[CH:22]=[CH:21][C:19]([NH2:20])=[CH:18][CH:17]=1.C(N(CC)CC)C.ClC(Cl)(O[C:34](=[O:40])OC(Cl)(Cl)Cl)Cl.[N:42]1([CH2:48][CH2:49][NH2:50])[CH2:47][CH2:46][CH2:45][CH2:44][CH2:43]1. The catalyst is C(Cl)(Cl)Cl.O. The product is [CH3:1][O:2][C:3]1[CH:4]=[C:5]2[C:10](=[CH:11][C:12]=1[O:13][CH3:14])[N:9]=[CH:8][N:7]=[C:6]2[O:15][C:16]1[CH:22]=[CH:21][C:19]([NH:20][C:34]([NH:50][CH2:49][CH2:48][N:42]2[CH2:47][CH2:46][CH2:45][CH2:44][CH2:43]2)=[O:40])=[CH:18][CH:17]=1. The yield is 0.550. (2) The reactants are [CH3:1][C@@:2]([OH:34])([C:30]([CH3:33])([CH3:32])[CH3:31])[C@@H:3]1[C@:8]2([O:28][CH3:29])[C@@H:9]3[O:23][C:18]4=[C:19]([OH:22])[CH:20]=[CH:21][C:16]5=[C:17]4[C@:10]43[CH2:11][CH2:12][N:13]([CH2:24][CH:25]3[CH2:27][CH2:26]3)[C@H:14]([CH2:15]5)[C@@:5]4([CH2:6][CH2:7]2)[CH2:4]1.[ClH:35]. The catalyst is C(O)C. The product is [CH3:1][C@@:2]([OH:34])([C:30]([CH3:33])([CH3:32])[CH3:31])[C@@H:3]1[C@:8]2([O:28][CH3:29])[C@@H:9]3[O:23][C:18]4=[C:19]([OH:22])[CH:20]=[CH:21][C:16]5=[C:17]4[C@:10]43[CH2:11][CH2:12][N:13]([CH2:24][CH:25]3[CH2:26][CH2:27]3)[C@H:14]([CH2:15]5)[C@@:5]4([CH2:6][CH2:7]2)[CH2:4]1.[ClH:35]. The yield is 0.960. (3) The reactants are [C:1]([N:9]1[CH2:22][CH2:21][C:20]2[C:19]3[C:18](Br)=[CH:17][CH:16]=[CH:15][C:14]=3[NH:13][C:12]=2[CH2:11][CH2:10]1)(=[O:8])[C:2]1[CH:7]=[CH:6][CH:5]=[CH:4][CH:3]=1.[F:24][C:25]1[CH:26]=[C:27](B(O)O)[CH:28]=[C:29]([F:31])[CH:30]=1.C(=O)([O-])[O-].[Na+].[Na+].CO.C(Cl)(Cl)Cl. The catalyst is C(COC)OC.C1COCC1.O.C1C=CC([P]([Pd]([P](C2C=CC=CC=2)(C2C=CC=CC=2)C2C=CC=CC=2)([P](C2C=CC=CC=2)(C2C=CC=CC=2)C2C=CC=CC=2)[P](C2C=CC=CC=2)(C2C=CC=CC=2)C2C=CC=CC=2)(C2C=CC=CC=2)C2C=CC=CC=2)=CC=1. The product is [C:1]([N:9]1[CH2:22][CH2:21][C:20]2[C:19]3[C:18]([C:27]4[CH:26]=[C:25]([F:24])[CH:30]=[C:29]([F:31])[CH:28]=4)=[CH:17][CH:16]=[CH:15][C:14]=3[NH:13][C:12]=2[CH2:11][CH2:10]1)(=[O:8])[C:2]1[CH:7]=[CH:6][CH:5]=[CH:4][CH:3]=1. The yield is 1.00. (4) The reactants are [Br:1][C:2]1[C:11]2[C:6](=[CH:7][C:8]([Br:12])=[CH:9][CH:10]=2)[CH:5]=[CH:4][C:3]=1[O:13][CH2:14][CH2:15][N:16]1[C:20]([NH:21][C:22](=O)[CH3:23])=[CH:19][C:18]([C:25]2[CH:30]=[CH:29][CH:28]=[CH:27][CH:26]=2)=[N:17]1.CO. The catalyst is C1COCC1. The product is [Br:1][C:2]1[C:11]2[C:6](=[CH:7][C:8]([Br:12])=[CH:9][CH:10]=2)[CH:5]=[CH:4][C:3]=1[O:13][CH2:14][CH2:15][N:16]1[C:20]([NH:21][CH2:22][CH3:23])=[CH:19][C:18]([C:25]2[CH:30]=[CH:29][CH:28]=[CH:27][CH:26]=2)=[N:17]1. The yield is 0.800. (5) The reactants are [Br:1][C:2]1[CH:16]=[C:15](/[CH:17]=[CH:18]/[CH:19]([C:24]2[CH:29]=[C:28]([Cl:30])[C:27]([Cl:31])=[C:26]([Cl:32])[CH:25]=2)[C:20]([F:23])([F:22])[F:21])[CH:14]=[CH:13][C:3]=1[C:4]([NH:6][CH:7]1[CH2:12][CH2:11][NH:10][CH2:9][CH2:8]1)=[O:5]. The catalyst is C1COCC1.C(OCC)(=O)C. The product is [Br:1][C:2]1[CH:16]=[C:15](/[CH:17]=[CH:18]/[CH:19]([C:24]2[CH:25]=[C:26]([Cl:32])[C:27]([Cl:31])=[C:28]([Cl:30])[CH:29]=2)[C:20]([F:23])([F:21])[F:22])[CH:14]=[CH:13][C:3]=1[C:4]([NH:6][CH:7]1[CH2:12][CH2:11][N:10]([CH2:19][C:20]([F:23])([F:22])[F:21])[CH2:9][CH2:8]1)=[O:5]. The yield is 0.440.